From a dataset of Full USPTO retrosynthesis dataset with 1.9M reactions from patents (1976-2016). Predict the reactants needed to synthesize the given product. (1) Given the product [CH3:1][O:2][C:3](=[O:21])[C@@H:4]([NH:13][C:14]([O:16][C:17]([CH3:18])([CH3:20])[CH3:19])=[O:15])[CH2:5][C:6]1[CH:11]=[CH:10][CH:9]=[C:8]([O:12][CH2:30][CH:29]=[CH2:28])[CH:7]=1, predict the reactants needed to synthesize it. The reactants are: [CH3:1][O:2][C:3](=[O:21])[C@@H:4]([NH:13][C:14]([O:16][C:17]([CH3:20])([CH3:19])[CH3:18])=[O:15])[CH2:5][C:6]1[CH:11]=[CH:10][CH:9]=[C:8]([OH:12])[CH:7]=1.C([O-])([O-])=O.[K+].[K+].[CH2:28](Br)[CH:29]=[CH2:30].O. (2) Given the product [CH3:1][N:2]([CH3:21])[C:3]1[CH:8]=[CH:7][C:6]([N:9]([C:10]2[C:19]3[C:14](=[CH:15][CH:16]=[CH:17][CH:18]=3)[N:13]=[C:12]([CH3:20])[N:11]=2)[CH3:22])=[CH:5][N:4]=1, predict the reactants needed to synthesize it. The reactants are: [CH3:1][N:2]([CH3:21])[C:3]1[CH:8]=[CH:7][C:6]([NH:9][C:10]2[C:19]3[C:14](=[CH:15][CH:16]=[CH:17][CH:18]=3)[N:13]=[C:12]([CH3:20])[N:11]=2)=[CH:5][N:4]=1.[CH3:22]I.[H-].[Na+]. (3) Given the product [CH3:8][C:9]1[N:14]=[C:13]([S:15][CH2:2][C:3]2[CH:7]=[CH:6][S:5][CH:4]=2)[N:12]=[C:11]([OH:16])[CH:10]=1, predict the reactants needed to synthesize it. The reactants are: Br[CH2:2][C:3]1[CH:7]=[CH:6][S:5][CH:4]=1.[CH3:8][C:9]1[N:14]=[C:13]([SH:15])[N:12]=[C:11]([OH:16])[CH:10]=1.C(N(CC)CC)C. (4) Given the product [O:16]1[C:20]2[CH:21]=[CH:22][CH:23]=[CH:24][C:19]=2[CH:18]=[C:17]1[C:25]([NH:2][CH2:3][CH2:4][S:5][C:6]1[CH:15]=[CH:14][C:9]([C:10]([O:12][CH3:13])=[O:11])=[CH:8][CH:7]=1)=[O:26], predict the reactants needed to synthesize it. The reactants are: Cl.[NH2:2][CH2:3][CH2:4][S:5][C:6]1[CH:15]=[CH:14][C:9]([C:10]([O:12][CH3:13])=[O:11])=[CH:8][CH:7]=1.[O:16]1[C:20]2[CH:21]=[CH:22][CH:23]=[CH:24][C:19]=2[CH:18]=[C:17]1[C:25](O)=[O:26].CN(C(ON1N=NC2C=CC=CC1=2)=[N+](C)C)C.F[P-](F)(F)(F)(F)F.C(N(CC)CC)C.C([O-])(O)=O.[Na+]. (5) Given the product [CH2:6]([O:13][C:14]1[CH:19]=[C:18]([B:22]([OH:27])[OH:23])[CH:17]=[CH:16][C:15]=1[Cl:21])[C:7]1[CH:12]=[CH:11][CH:10]=[CH:9][CH:8]=1, predict the reactants needed to synthesize it. The reactants are: C([Mg]Cl)(C)C.[CH2:6]([O:13][C:14]1[CH:19]=[C:18](I)[CH:17]=[CH:16][C:15]=1[Cl:21])[C:7]1[CH:12]=[CH:11][CH:10]=[CH:9][CH:8]=1.[B:22](OC(C)C)([O:27]C(C)C)[O:23]C(C)C.Cl. (6) Given the product [Cl:12][C:5]1[CH:4]=[C:3]([O:2][CH3:1])[CH:8]=[CH:7][N:6]=1, predict the reactants needed to synthesize it. The reactants are: [CH3:1][O:2][C:3]1[CH:8]=[CH:7][NH:6][C:5](=O)[CH:4]=1.O=P(Cl)(Cl)[Cl:12].